Dataset: Full USPTO retrosynthesis dataset with 1.9M reactions from patents (1976-2016). Task: Predict the reactants needed to synthesize the given product. (1) Given the product [C:36]([CH2:35][CH2:34][O:33][CH2:32][CH2:31][NH:30][C:11]([C:9]1[CH:8]=[CH:7][C:6]2[N:2]([CH3:1])[C:3]([NH:14][C:15]3[S:16][C:17]4[CH:23]=[C:22]([O:24][C:25]([F:27])([F:26])[F:28])[CH:21]=[CH:20][C:18]=4[N:19]=3)=[N:4][C:5]=2[CH:10]=1)=[O:13])#[N:37], predict the reactants needed to synthesize it. The reactants are: [CH3:1][N:2]1[C:6]2[CH:7]=[CH:8][C:9]([C:11]([OH:13])=O)=[CH:10][C:5]=2[N:4]=[C:3]1[NH:14][C:15]1[S:16][C:17]2[CH:23]=[C:22]([O:24][C:25]([F:28])([F:27])[F:26])[CH:21]=[CH:20][C:18]=2[N:19]=1.Cl.[NH2:30][CH2:31][CH2:32][O:33][CH2:34][CH2:35][C:36]#[N:37].CN(C(ON1N=NC2C=CC=CC1=2)=[N+](C)C)C.F[P-](F)(F)(F)(F)F.CCN(C(C)C)C(C)C. (2) Given the product [F:22][C:23]1[CH:28]=[CH:27][C:26]([O:29][CH2:30][CH2:31][CH2:32][N:1]2[CH2:2][CH2:3][C:4]3([O:11][C:10]4[C:12]5[C:17]([C:18](=[O:21])[C:19](=[O:20])[C:9]=4[S:8][CH2:7]3)=[CH:16][CH:15]=[CH:14][CH:13]=5)[CH2:5][CH2:6]2)=[CH:25][CH:24]=1, predict the reactants needed to synthesize it. The reactants are: [NH:1]1[CH2:6][CH2:5][C:4]2([O:11][C:10]3[C:12]4[C:17]([C:18](=[O:21])[C:19](=[O:20])[C:9]=3[S:8][CH2:7]2)=[CH:16][CH:15]=[CH:14][CH:13]=4)[CH2:3][CH2:2]1.[F:22][C:23]1[CH:28]=[CH:27][C:26]([O:29][CH2:30][CH2:31][CH2:32]I)=[CH:25][CH:24]=1.